Dataset: TCR-epitope binding with 47,182 pairs between 192 epitopes and 23,139 TCRs. Task: Binary Classification. Given a T-cell receptor sequence (or CDR3 region) and an epitope sequence, predict whether binding occurs between them. (1) The epitope is FLKEKGGL. The TCR CDR3 sequence is CASSLVLSSPTYEQYF. Result: 0 (the TCR does not bind to the epitope). (2) The epitope is GLCTLVAML. The TCR CDR3 sequence is CASSRRPGLGETQYF. Result: 1 (the TCR binds to the epitope).